From a dataset of Catalyst prediction with 721,799 reactions and 888 catalyst types from USPTO. Predict which catalyst facilitates the given reaction. Reactant: [Br:1][C:2]1[CH:3]=[C:4]([NH2:14])[C:5]([N:8]2[CH2:13][CH2:12][O:11][CH2:10][CH2:9]2)=[N:6][CH:7]=1.[H-].[Na+].Cl[C:18]1[C:27]2[C:22](=[CH:23][C:24]([F:29])=[CH:25][C:26]=2[F:28])[N:21]=[C:20]([C:30]2[CH:35]=[CH:34][CH:33]=[CH:32][N:31]=2)[C:19]=1[CH3:36].C(=O)([O-])[O-].[Na+].[Na+]. Product: [Br:1][C:2]1[CH:3]=[C:4]([NH:14][C:18]2[C:27]3[C:22](=[CH:23][C:24]([F:29])=[CH:25][C:26]=3[F:28])[N:21]=[C:20]([C:30]3[CH:35]=[CH:34][CH:33]=[CH:32][N:31]=3)[C:19]=2[CH3:36])[C:5]([N:8]2[CH2:13][CH2:12][O:11][CH2:10][CH2:9]2)=[N:6][CH:7]=1. The catalyst class is: 3.